The task is: Predict the reactants needed to synthesize the given product.. This data is from Full USPTO retrosynthesis dataset with 1.9M reactions from patents (1976-2016). (1) Given the product [C:1]([C:5]1[CH:9]=[C:8]([NH:10][C:11]([NH:13][C:14]2[CH:19]=[C:18]([C:20]3[C:31](=[O:32])[N:30]([CH:33]([CH3:35])[CH3:34])[C:23]4[N:24]=[C:25]([NH:39][CH3:38])[N:26]=[CH:27][C:22]=4[CH:21]=3)[C:17]([CH3:36])=[CH:16][C:15]=2[F:37])=[O:12])[O:7][N:6]=1)([CH3:4])([CH3:3])[CH3:2], predict the reactants needed to synthesize it. The reactants are: [C:1]([C:5]1[CH:9]=[C:8]([NH:10][C:11]([NH:13][C:14]2[CH:19]=[C:18]([C:20]3[C:31](=[O:32])[N:30]([CH:33]([CH3:35])[CH3:34])[C:23]4[N:24]=[C:25](SC)[N:26]=[CH:27][C:22]=4[CH:21]=3)[C:17]([CH3:36])=[CH:16][C:15]=2[F:37])=[O:12])[O:7][N:6]=1)([CH3:4])([CH3:3])[CH3:2].[CH3:38][NH2:39]. (2) Given the product [C:1]([O:5][C:6](=[O:34])[NH:7][CH2:8][CH2:9][CH2:10][CH2:11][NH:12][C:13]1[C:22]2[C:17](=[CH:18][CH:19]=[C:20]([O:23][CH2:24][C:25]3[CH:26]=[CH:27][CH:28]=[CH:29][CH:30]=3)[CH:21]=2)[N:16]=[CH:15][C:14]=1[NH2:31])([CH3:4])([CH3:2])[CH3:3], predict the reactants needed to synthesize it. The reactants are: [C:1]([O:5][C:6](=[O:34])[NH:7][CH2:8][CH2:9][CH2:10][CH2:11][NH:12][C:13]1[C:22]2[C:17](=[CH:18][CH:19]=[C:20]([O:23][CH2:24][C:25]3[CH:30]=[CH:29][CH:28]=[CH:27][CH:26]=3)[CH:21]=2)[N:16]=[CH:15][C:14]=1[N+:31]([O-])=O)([CH3:4])([CH3:3])[CH3:2]. (3) Given the product [CH2:38]([NH:40][C:27]1[N:36]=[C:35]([N:21]2[CH2:20][C:19]3[CH:25]=[C:15]([C:13]4[CH:12]=[CH:11][C:9]5[N:10]=[C:6]([NH:5][CH2:3][CH3:4])[NH:7][C:8]=5[CH:14]=4)[CH:16]=[CH:17][C:18]=3[O:24][CH2:23][CH2:22]2)[C:34]2[C:29](=[CH:30][CH:31]=[CH:32][CH:33]=2)[N:28]=1)[CH3:39], predict the reactants needed to synthesize it. The reactants are: Cl.Cl.[CH2:3]([NH:5][C:6]1[NH:10][C:9]2[CH:11]=[CH:12][C:13]([C:15]3[CH:16]=[CH:17][C:18]4[O:24][CH2:23][CH2:22][NH:21][CH2:20][C:19]=4[CH:25]=3)=[CH:14][C:8]=2[N:7]=1)[CH3:4].Cl[C:27]1[N:36]=[C:35](Cl)[C:34]2[C:29](=[CH:30][CH:31]=[CH:32][CH:33]=2)[N:28]=1.[CH2:38]([NH2:40])[CH3:39]. (4) Given the product [NH2:7][C:8]1[CH:13]=[CH:12][C:11]([C:14]2[S:15][CH:16]=[CH:17][CH:18]=2)=[CH:10][C:9]=1[NH:19][C:20](=[O:34])[C:21]1[CH:26]=[CH:25][C:24]([C:27]([OH:33])([C:29](=[O:32])[NH:30][CH3:31])[CH3:28])=[CH:23][CH:22]=1, predict the reactants needed to synthesize it. The reactants are: C(OC(=O)[NH:7][C:8]1[CH:13]=[CH:12][C:11]([C:14]2[S:15][CH:16]=[CH:17][CH:18]=2)=[CH:10][C:9]=1[NH:19][C:20](=[O:34])[C:21]1[CH:26]=[CH:25][C:24]([C:27]([OH:33])([C:29](=[O:32])[NH:30][CH3:31])[CH3:28])=[CH:23][CH:22]=1)(C)(C)C.FC(F)(F)C(O)=O. (5) Given the product [F:34][C:18]([F:17])([F:33])[C@@:19]([CH2:1][S@:2]([C:4]1[CH:9]=[CH:8][C:7]([CH3:10])=[CH:6][CH:5]=1)=[O:3])([OH:32])[CH2:20][C:21]([C:24]1[CH:29]=[C:28]([F:30])[CH:27]=[CH:26][C:25]=1[CH3:31])([CH3:23])[CH3:22].[F:34][C:18]([F:17])([F:33])[C@:19]([CH2:1][S@:2]([C:4]1[CH:9]=[CH:8][C:7]([CH3:10])=[CH:6][CH:5]=1)=[O:3])([OH:32])[CH2:20][C:21]([C:24]1[CH:29]=[C:28]([F:30])[CH:27]=[CH:26][C:25]=1[CH3:31])([CH3:23])[CH3:22], predict the reactants needed to synthesize it. The reactants are: [CH3:1][S@:2]([C:4]1[CH:9]=[CH:8][C:7]([CH3:10])=[CH:6][CH:5]=1)=[O:3].C1CCCCC1.[F:17][C:18]([F:34])([F:33])[C:19](=[O:32])[CH2:20][C:21]([C:24]1[CH:29]=[C:28]([F:30])[CH:27]=[CH:26][C:25]=1[CH3:31])([CH3:23])[CH3:22].C1COCC1. (6) Given the product [Cl:1][C:2]1[CH:7]=[CH:6][CH:5]=[CH:4][C:3]=1[C:8]([N:10]1[CH2:15][CH2:14][N:13]2[C:36]([C:33]3[CH:32]=[CH:31][C:30]([F:29])=[CH:35][N:34]=3)=[N:38][N:39]=[C:12]2[CH2:11]1)=[O:9], predict the reactants needed to synthesize it. The reactants are: [Cl:1][C:2]1[CH:7]=[CH:6][CH:5]=[CH:4][C:3]=1[C:8]([N:10]1[CH2:15][CH2:14][NH:13][C:12](=O)[CH2:11]1)=[O:9].F[B-](F)(F)F.C([O+](CC)CC)C.[F:29][C:30]1[CH:31]=[CH:32][C:33]([C:36]([NH:38][NH2:39])=O)=[N:34][CH:35]=1.